This data is from Reaction yield outcomes from USPTO patents with 853,638 reactions. The task is: Predict the reaction yield, written as a fraction of the theoretical maximum amount of product (1.0 means a 100% yield; for example, 0.34 means a 34% yield). (1) The yield is 0.950. The reactants are Cl.[CH2:2]1[C@@H:6]2[CH2:7][NH:8][CH2:9][C@@H:5]2[CH2:4][N:3]1[C:10]([O:12][CH2:13][C:14]1[CH:19]=[C:18]([Cl:20])[CH:17]=[C:16]([Cl:21])[CH:15]=1)=[O:11].[NH:22]1[C:26]2[CH:27]=[CH:28][C:29]([CH:31]=O)=[CH:30][C:25]=2[N:24]=[CH:23]1.C(O[BH-](OC(=O)C)OC(=O)C)(=O)C.[Na+].C(O)(=O)C. The product is [NH:22]1[C:26]2[CH:27]=[CH:28][C:29]([CH2:31][N:8]3[CH2:7][C@@H:6]4[CH2:2][N:3]([C:10]([O:12][CH2:13][C:14]5[CH:19]=[C:18]([Cl:20])[CH:17]=[C:16]([Cl:21])[CH:15]=5)=[O:11])[CH2:4][C@@H:5]4[CH2:9]3)=[CH:30][C:25]=2[N:24]=[CH:23]1. The catalyst is O1CCCC1. (2) The reactants are [CH2:1]1[CH2:8][C:6](=O)[C:4](=O)[CH2:3][CH2:2]1.Cl.[C:10]1([N:16]([C:18]2[CH:23]=[CH:22][CH:21]=[CH:20][CH:19]=2)N)[CH:15]=[CH:14][CH:13]=[CH:12][CH:11]=1. The yield is 0.572. The product is [C:6]1([N:16]2[C:18]3[C:23](=[CH:22][CH:21]=[C:20]4[C:11]5[CH:12]=[CH:13][CH:14]=[CH:15][C:10]=5[N:16]([C:18]5[CH:23]=[CH:22][CH:21]=[CH:20][CH:19]=5)[C:19]4=3)[C:15]3[C:10]2=[CH:11][CH:12]=[CH:13][CH:14]=3)[CH:4]=[CH:3][CH:2]=[CH:1][CH:8]=1. The catalyst is C(O)(=O)C. (3) The reactants are Br[C:2]1[N:3]=[C:4]([NH:10][C:11]2[CH:16]=[CH:15][C:14]([CH:17]3[C:22](=[O:23])[N:21]([CH3:24])[CH2:20][CH2:19][N:18]3[CH3:25])=[CH:13][CH:12]=2)[C:5](=[O:9])[N:6]([CH3:8])[CH:7]=1.[CH3:26][C:27]1[C:32](B2OC(C)(C)C(C)(C)O2)=[CH:31][CH:30]=[CH:29][C:28]=1[NH2:42].C(=O)([O-])[O-].[Na+].[Na+].Cl. The catalyst is O.C1C=CC([P]([Pd]([P](C2C=CC=CC=2)(C2C=CC=CC=2)C2C=CC=CC=2)([P](C2C=CC=CC=2)(C2C=CC=CC=2)C2C=CC=CC=2)[P](C2C=CC=CC=2)(C2C=CC=CC=2)C2C=CC=CC=2)(C2C=CC=CC=2)C2C=CC=CC=2)=CC=1.C(OCC)(=O)C.O1CCOCC1. The product is [NH2:42][C:28]1[C:27]([CH3:26])=[C:32]([C:2]2[N:3]=[C:4]([NH:10][C:11]3[CH:16]=[CH:15][C:14]([CH:17]4[C:22](=[O:23])[N:21]([CH3:24])[CH2:20][CH2:19][N:18]4[CH3:25])=[CH:13][CH:12]=3)[C:5](=[O:9])[N:6]([CH3:8])[CH:7]=2)[CH:31]=[CH:30][CH:29]=1. The yield is 0.860. (4) The reactants are [O:1]1[C:5]2[CH:6]=[CH:7][C:8]([C:10]3([C:13]([NH:15][C:16]4[S:17][C:18]([C@@H:21]([N:30]5[CH2:34][CH2:33][C@@H:32]([O:35][Si](C(C)(C)C)(C)C)[CH2:31]5)[C:22]5[CH:27]=[CH:26][C:25]([F:28])=[CH:24][C:23]=5[Cl:29])=[CH:19][N:20]=4)=[O:14])[CH2:12][CH2:11]3)=[CH:9][C:4]=2[O:3][CH2:2]1.CCCC[N+](CCCC)(CCCC)CCCC.[F-]. The catalyst is O. The product is [O:1]1[C:5]2[CH:6]=[CH:7][C:8]([C:10]3([C:13]([NH:15][C:16]4[S:17][C:18]([C@H:21]([C:22]5[CH:27]=[CH:26][C:25]([F:28])=[CH:24][C:23]=5[Cl:29])[N:30]5[CH2:34][CH2:33][C@@H:32]([OH:35])[CH2:31]5)=[CH:19][N:20]=4)=[O:14])[CH2:12][CH2:11]3)=[CH:9][C:4]=2[O:3][CH2:2]1. The yield is 0.610. (5) The reactants are [C:1]([O:5][C:6]([N:8]1[CH2:13][CH2:12][CH:11]([C:14]2[CH:19]=[CH:18][C:17]([C:20](=[O:22])[NH2:21])=[C:16]([C:23]3[CH:28]=[CH:27][C:26]([C:29]([O:31]C)=[O:30])=[CH:25][CH:24]=3)[N:15]=2)[CH2:10][CH2:9]1)=[O:7])([CH3:4])([CH3:3])[CH3:2].[Li+].[OH-]. The product is [C:1]([O:5][C:6]([N:8]1[CH2:9][CH2:10][CH:11]([C:14]2[N:15]=[C:16]([C:23]3[CH:24]=[CH:25][C:26]([C:29]([OH:31])=[O:30])=[CH:27][CH:28]=3)[C:17]([C:20](=[O:22])[NH2:21])=[CH:18][CH:19]=2)[CH2:12][CH2:13]1)=[O:7])([CH3:4])([CH3:2])[CH3:3]. The catalyst is C1COCC1.O. The yield is 0.870. (6) The reactants are [F:1][C:2]1[CH:19]=[CH:18][C:5]([CH2:6][N:7]2[C:12](=O)[C@H:11]([CH3:14])[NH:10][C:9](=O)[C@H:8]2[CH2:16][OH:17])=[CH:4][CH:3]=1.[H-].[Al+3].[Li+].[H-].[H-].[H-]. The catalyst is O1CCCC1. The product is [F:1][C:2]1[CH:19]=[CH:18][C:5]([CH2:6][N:7]2[CH2:12][C@H:11]([CH3:14])[NH:10][CH2:9][C@@H:8]2[CH2:16][OH:17])=[CH:4][CH:3]=1. The yield is 0.900.